Dataset: Catalyst prediction with 721,799 reactions and 888 catalyst types from USPTO. Task: Predict which catalyst facilitates the given reaction. (1) Reactant: [CH:1]([C:3]1[CH:8]=[CH:7][CH:6]=[C:5]([C:9]2[CH:14]=[CH:13][CH:12]=[C:11]([C:15]([O:17][CH3:18])=[O:16])[CH:10]=2)[C:4]=1[C:19]([O:21][CH3:22])=[O:20])=[CH2:2].[C:23]([OH:26])(=[S:25])[CH3:24].CC(N=NC(C#N)(C)C)(C#N)C. Product: [C:23]([S:25][CH2:2][CH2:1][C:3]1[CH:8]=[CH:7][CH:6]=[C:5]([C:9]2[CH:14]=[CH:13][CH:12]=[C:11]([C:15]([O:17][CH3:18])=[O:16])[CH:10]=2)[C:4]=1[C:19]([O:21][CH3:22])=[O:20])(=[O:26])[CH3:24]. The catalyst class is: 48. (2) Reactant: C(Cl)(=O)C(Cl)=O.[N:7]1[CH:12]=[CH:11][C:10]([CH2:13][CH:14]([CH3:18])[C:15](O)=[O:16])=[CH:9][CH:8]=1.[NH3:19]. Product: [N:7]1[CH:12]=[CH:11][C:10]([CH2:13][CH:14]([CH3:18])[C:15]([NH2:19])=[O:16])=[CH:9][CH:8]=1. The catalyst class is: 2. (3) Reactant: C[O:2][C:3]1[CH:4]=[C:5]([CH2:9][CH2:10][NH2:11])[CH:6]=[CH:7][CH:8]=1.Br.C(N(CC)CC)C. Product: [NH2:11][CH2:10][CH2:9][C:5]1[CH:4]=[C:3]([OH:2])[CH:8]=[CH:7][CH:6]=1. The catalyst class is: 699. (4) Reactant: [NH2:1][C:2]1[CH:7]=[CH:6][C:5]([C:8]2[C:16]3[C:11](=[CH:12][C:13]([F:17])=[CH:14][CH:15]=3)[N:10]([S:18]([C:21]3[CH:26]=[CH:25][CH:24]=[CH:23][CH:22]=3)(=[O:20])=[O:19])[CH:9]=2)=[CH:4][C:3]=1[OH:27].[Cl:28][CH2:29][C:30](Cl)=[O:31]. Product: [Cl:28][CH2:29][C:30]([NH:1][C:2]1[CH:7]=[CH:6][C:5]([C:8]2[C:16]3[C:11](=[CH:12][C:13]([F:17])=[CH:14][CH:15]=3)[N:10]([S:18]([C:21]3[CH:26]=[CH:25][CH:24]=[CH:23][CH:22]=3)(=[O:20])=[O:19])[CH:9]=2)=[CH:4][C:3]=1[OH:27])=[O:31]. The catalyst class is: 1. (5) Reactant: C([O:3][C:4]([C:6]1([C:9]2[CH:10]=[C:11]([C:15]3[CH:20]=[CH:19][C:18]([N:21]4[C:25]([NH:26][C:27]([O:29][C@@H:30]([C:32]5[CH:37]=[CH:36][CH:35]=[CH:34][CH:33]=5)[CH3:31])=[O:28])=[C:24]([CH3:38])[N:23]=[N:22]4)=[CH:17][CH:16]=3)[CH:12]=[CH:13][CH:14]=2)[CH2:8][CH2:7]1)=[O:5])C.[OH-].[Na+]. Product: [CH3:38][C:24]1[N:23]=[N:22][N:21]([C:18]2[CH:19]=[CH:20][C:15]([C:11]3[CH:12]=[CH:13][CH:14]=[C:9]([C:6]4([C:4]([OH:5])=[O:3])[CH2:8][CH2:7]4)[CH:10]=3)=[CH:16][CH:17]=2)[C:25]=1[NH:26][C:27]([O:29][C@@H:30]([C:32]1[CH:33]=[CH:34][CH:35]=[CH:36][CH:37]=1)[CH3:31])=[O:28]. The catalyst class is: 40. (6) Reactant: N1C=CC=CC=1.[NH:7]1[CH2:12][CH2:11][CH:10]([C:13]2[O:17][N:16]=[C:15]([C:18]3[CH:23]=[CH:22][N:21]=[CH:20][CH:19]=3)[N:14]=2)[CH2:9][CH2:8]1.[CH2:24]([O:28][C:29](Cl)=[O:30])[CH:25]([CH3:27])[CH3:26]. Product: [CH2:24]([O:28][C:29]([N:7]1[CH2:12][CH2:11][CH:10]([C:13]2[O:17][N:16]=[C:15]([C:18]3[CH:23]=[CH:22][N:21]=[CH:20][CH:19]=3)[N:14]=2)[CH2:9][CH2:8]1)=[O:30])[CH:25]([CH3:27])[CH3:26]. The catalyst class is: 2. (7) Reactant: [NH2:1][C:2]([NH2:4])=[S:3].[C:5]1(=O)[CH:10]=[CH:9][C:8](=[O:11])[CH:7]=[CH:6]1. Product: [NH2:1][C:2]1[S:3][C:10]2[CH:9]=[C:8]([OH:11])[CH:7]=[CH:6][C:5]=2[N:4]=1. The catalyst class is: 361. (8) Reactant: [CH2:1]([O:8][C:9]([NH:11][C@@H:12]([CH3:16])[C:13]([OH:15])=O)=[O:10])[C:2]1[CH:7]=[CH:6][CH:5]=[CH:4][CH:3]=1.Cl.[NH2:18][C@@H:19]([CH2:27][CH2:28][S:29][CH3:30])[C:20]([O:22][C:23]([CH3:26])([CH3:25])[CH3:24])=[O:21].CN(C(ON1N=NC2C=CC=NC1=2)=[N+](C)C)C.F[P-](F)(F)(F)(F)F.C(N(CC)C(C)C)(C)C. Product: [C:23]([O:22][C:20](=[O:21])[C@@H:19]([NH:18][C:13](=[O:15])[C@@H:12]([NH:11][C:9]([O:8][CH2:1][C:2]1[CH:3]=[CH:4][CH:5]=[CH:6][CH:7]=1)=[O:10])[CH3:16])[CH2:27][CH2:28][S:29][CH3:30])([CH3:26])([CH3:24])[CH3:25]. The catalyst class is: 3. (9) Reactant: [CH3:1][O:2][C:3]1[CH:8]=[C:7]([C:9]2[O:10][C:11]3[CH:21]=[C:20]([N:22]([CH3:27])[S:23]([CH3:26])(=[O:25])=[O:24])[C:19](B4OC(C)(C)C(C)(C)O4)=[CH:18][C:12]=3[C:13]=2[C:14]([NH:16][CH3:17])=[O:15])[CH:6]=[CH:5][N:4]=1.Cl[C:38]1[CH:39]=[CH:40][C:41]2[O:54][CH2:53][N:44]3[C:45]4[CH:46]=[CH:47][CH:48]=[C:49]([F:52])[C:50]=4[CH:51]=[C:43]3[C:42]=2[N:55]=1.C([O-])([O-])=O.[Na+].[Na+].CC(C1C=C(C(C)C)C(C2C=CC=CC=2P(C2CCCCC2)C2CCCCC2)=C(C(C)C)C=1)C. Product: [F:52][C:49]1[C:50]2[CH:51]=[C:43]3[C:42]4[N:55]=[C:38]([C:19]5[C:20]([N:22]([CH3:27])[S:23]([CH3:26])(=[O:24])=[O:25])=[CH:21][C:11]6[O:10][C:9]([C:7]7[CH:6]=[CH:5][N:4]=[C:3]([O:2][CH3:1])[CH:8]=7)=[C:13]([C:14]([NH:16][CH3:17])=[O:15])[C:12]=6[CH:18]=5)[CH:39]=[CH:40][C:41]=4[O:54][CH2:53][N:44]3[C:45]=2[CH:46]=[CH:47][CH:48]=1. The catalyst class is: 333.